From a dataset of Catalyst prediction with 721,799 reactions and 888 catalyst types from USPTO. Predict which catalyst facilitates the given reaction. (1) Reactant: [Cl:1][C:2]1[C:3]([C:10]2[CH:32]=[CH:31][C:13]([C:14]([NH:16][C:17]3[CH:22]=[CH:21][CH:20]=[CH:19][C:18]=3[NH:23]C(=O)OC(C)(C)C)=[O:15])=[CH:12][CH:11]=2)=[N:4][CH:5]=[C:6]([CH2:8][OH:9])[CH:7]=1.Cl.O1CCOCC1. Product: [NH2:23][C:18]1[CH:19]=[CH:20][CH:21]=[CH:22][C:17]=1[NH:16][C:14](=[O:15])[C:13]1[CH:12]=[CH:11][C:10]([C:3]2[C:2]([Cl:1])=[CH:7][C:6]([CH2:8][OH:9])=[CH:5][N:4]=2)=[CH:32][CH:31]=1. The catalyst class is: 5. (2) Reactant: [S:1](=[O:5])(=O)([OH:3])[OH:2].[CH:6]1([P:12]([CH:25]2[CH2:30][CH2:29][CH2:28][CH2:27][CH2:26]2)[CH:13]2[CH2:18][CH2:17][CH:16]([C:19]3[CH:24]=[CH:23][CH:22]=[CH:21][CH:20]=3)[CH2:15][CH2:14]2)[CH2:11][CH2:10][CH2:9][CH2:8][CH2:7]1. Product: [CH:25]1([P:12]([CH:6]2[CH2:7][CH2:8][CH2:9][CH2:10][CH2:11]2)[CH:13]2[CH2:14][CH2:15][CH:16]([C:19]3[CH:20]=[CH:21][C:22]([S:1]([OH:3])(=[O:5])=[O:2])=[CH:23][CH:24]=3)[CH2:17][CH2:18]2)[CH2:26][CH2:27][CH2:28][CH2:29][CH2:30]1. The catalyst class is: 6. (3) Reactant: Br[C:2]1[CH:3]=[CH:4][CH:5]=[C:6]2[C:11]=1[N:10]=[C:9]([NH:12][C:13]1[CH:18]=[CH:17][CH:16]=[CH:15][CH:14]=1)[C:8]([CH3:19])=[CH:7]2.C([Sn](CCCC)(CCCC)[C:25]([O:27]CC)=[CH2:26])CCC.Cl.CCN(CC)CC. Product: [CH3:19][C:8]1[C:9]([NH:12][C:13]2[CH:18]=[CH:17][CH:16]=[CH:15][CH:14]=2)=[N:10][C:11]2[C:6]([CH:7]=1)=[CH:5][CH:4]=[CH:3][C:2]=2[C:25](=[O:27])[CH3:26]. The catalyst class is: 109.